From a dataset of Reaction yield outcomes from USPTO patents with 853,638 reactions. Predict the reaction yield, written as a fraction of the theoretical maximum amount of product (1.0 means a 100% yield; for example, 0.34 means a 34% yield). (1) The catalyst is C1COCC1. The product is [Br:1][C:2]1[N:3]=[C:4]([CH:8]2[CH2:10][CH2:9]2)[N:5]([CH2:18][O:17][CH2:16][CH2:15][Si:14]([CH3:21])([CH3:20])[CH3:13])[C:6]=1[Br:7]. The yield is 0.880. The reactants are [Br:1][C:2]1[N:3]=[C:4]([CH:8]2[CH2:10][CH2:9]2)[NH:5][C:6]=1[Br:7].[H-].[Na+].[CH3:13][Si:14]([CH3:21])([CH3:20])[CH2:15][CH2:16][O:17][CH2:18]Cl. (2) The reactants are [C:1]1([C:6]([O:8][CH3:9])=[O:7])[CH2:5][CH2:4][CH2:3][CH:2]=1.Br[C:11]1[CH:12]=[CH:13][C:14]([N:28]([CH2:33][CH:34]([CH3:36])[CH3:35])[CH2:29][CH:30]([CH3:32])[CH3:31])=[C:15]([NH:17][C:18]([NH:20][C:21]2[CH:26]=[CH:25][C:24]([CH3:27])=[CH:23][CH:22]=2)=[O:19])[CH:16]=1.C1(C)C=CC=CC=1P(C1C=CC=CC=1C)C1C=CC=CC=1C. The catalyst is CN(C=O)C.C([O-])(=O)C.[Pd+2].C([O-])(=O)C. The product is [CH2:29]([N:28]([CH2:33][CH:34]([CH3:36])[CH3:35])[C:14]1[CH:13]=[CH:12][C:11]([C:2]2[CH2:3][CH2:4][CH2:5][C:1]=2[C:6]([O:8][CH3:9])=[O:7])=[CH:16][C:15]=1[NH:17][C:18]([NH:20][C:21]1[CH:26]=[CH:25][C:24]([CH3:27])=[CH:23][CH:22]=1)=[O:19])[CH:30]([CH3:32])[CH3:31]. The yield is 0.166. (3) The reactants are [S:1]1[C:5]2[CH:6]=[CH:7][CH:8]=[CH:9][C:4]=2[N:3]=[C:2]1[C:10](=[C:13](O)[C:14]1[CH:19]=[CH:18][C:17]([N+:20]([O-:22])=[O:21])=[CH:16][CH:15]=1)[C:11]#[N:12].O=P(Cl)(Cl)[Cl:26]. No catalyst specified. The product is [S:1]1[C:5]2[CH:6]=[CH:7][CH:8]=[CH:9][C:4]=2[N:3]=[C:2]1[C:10](=[C:13]([Cl:26])[C:14]1[CH:19]=[CH:18][C:17]([N+:20]([O-:22])=[O:21])=[CH:16][CH:15]=1)[C:11]#[N:12]. The yield is 0.950. (4) The reactants are Cl[CH2:2][C:3](Cl)=[O:4].Cl.[F:7][C:8]1[CH:25]=[C:24]([F:26])[CH:23]=[CH:22][C:9]=1[CH2:10][C:11]1[N:16]=[CH:15][C:14]2[C:17]([CH3:21])([CH3:20])[CH2:18][NH:19][C:13]=2[CH:12]=1.C(N(CC)CC)C.[C:34]([O:38][C:39]([N:41]1[CH2:46][C@H:45]([CH2:47][OH:48])[NH:44][CH2:43][C@H:42]1[CH3:49])=[O:40])([CH3:37])([CH3:36])[CH3:35]. The catalyst is C(Cl)Cl. The product is [C:34]([O:38][C:39]([N:41]1[CH2:46][C@H:45]([CH2:47][OH:48])[N:44]([CH2:2][C:3]([N:19]2[C:13]3[CH:12]=[C:11]([CH2:10][C:9]4[CH:22]=[CH:23][C:24]([F:26])=[CH:25][C:8]=4[F:7])[N:16]=[CH:15][C:14]=3[C:17]([CH3:21])([CH3:20])[CH2:18]2)=[O:4])[CH2:43][C@H:42]1[CH3:49])=[O:40])([CH3:37])([CH3:36])[CH3:35]. The yield is 0.800. (5) The catalyst is CN(C)C=O. The yield is 0.840. The reactants are [F:1][C:2]1[CH:7]=[CH:6][C:5]([C:8]2[N:12]([CH3:13])[N:11]=[CH:10][C:9]=2/[CH:14]=[CH:15]/[C:16]([OH:18])=O)=[CH:4][CH:3]=1.[C:19](Cl)(=[O:23])[C:20](Cl)=O.[O:25]1[CH2:29][CH2:28][CH2:27][CH2:26]1. The product is [F:1][C:2]1[CH:3]=[CH:4][C:5]([C:8]2[N:12]([CH3:13])[N:11]=[CH:10][C:9]=2/[CH:14]=[CH:15]/[C:16]([NH:11][C:10]2[CH:9]=[CH:8][C:28]([C:29]([O:23][CH2:19][CH3:20])=[O:25])=[CH:27][CH:26]=2)=[O:18])=[CH:6][CH:7]=1. (6) The reactants are [Cl-].[Ca+2].[Cl-].[BH4-].[Na+].C[O:7][C:8]([C:10]1[CH:15]=[CH:14][C:13]([C:16]([O:18][CH3:19])=[O:17])=[C:12]([Cl:20])[N:11]=1)=O. The catalyst is C(O)C.C1COCC1. The product is [CH3:19][O:18][C:16](=[O:17])[C:13]1[CH:14]=[CH:15][C:10]([CH2:8][OH:7])=[N:11][C:12]=1[Cl:20]. The yield is 0.690.